This data is from Reaction yield outcomes from USPTO patents with 853,638 reactions. The task is: Predict the reaction yield, written as a fraction of the theoretical maximum amount of product (1.0 means a 100% yield; for example, 0.34 means a 34% yield). (1) The reactants are [OH:1][C:2]1[CH:3]=[C:4]([CH:9]=[C:10]([O:13][CH3:14])[C:11]=1[OH:12])[C:5]([O:7][CH3:8])=[O:6].[C:15]([O-])([O-])=O.[K+].[K+]. The catalyst is CC(C)=O. The product is [CH3:14][O:13][C:10]1[C:11]2[O:12][CH2:15][O:1][C:2]=2[CH:3]=[C:4]([C:5]([O:7][CH3:8])=[O:6])[CH:9]=1. The yield is 0.800. (2) The yield is 0.600. The reactants are [OH:1][C:2]1[CH:7]=[CH:6][C:5]([C:8]([C:10]2[CH:19]=[CH:18][C:13]([C:14]([O:16][CH3:17])=[O:15])=[CH:12][CH:11]=2)=O)=[CH:4][CH:3]=1.[C:20]1(=O)[CH2:27][CH2:26][CH2:25][CH2:24][CH2:23][CH2:22][CH2:21]1. The catalyst is C1COCC1.[Zn].Cl[Ti](Cl)(Cl)Cl. The product is [C:20]1(=[C:8]([C:5]2[CH:6]=[CH:7][C:2]([OH:1])=[CH:3][CH:4]=2)[C:10]2[CH:19]=[CH:18][C:13]([C:14]([O:16][CH3:17])=[O:15])=[CH:12][CH:11]=2)[CH2:27][CH2:26][CH2:25][CH2:24][CH2:23][CH2:22][CH2:21]1.